This data is from Forward reaction prediction with 1.9M reactions from USPTO patents (1976-2016). The task is: Predict the product of the given reaction. (1) Given the reactants C1(C)C=CC=CC=1.[NH:8]1[CH2:12][CH2:11][CH2:10][CH2:9]1.[CH2:13]([CH:16]1[CH2:21][CH2:20][C:19](=O)[CH2:18][CH2:17]1)[CH2:14][CH3:15], predict the reaction product. The product is: [CH2:13]([CH:16]1[CH2:21][CH2:20][C:19]([N:8]2[CH2:12][CH2:11][CH2:10][CH2:9]2)=[CH:18][CH2:17]1)[CH2:14][CH3:15]. (2) Given the reactants [CH2:1](Br)[C:2]1[CH:7]=[CH:6][CH:5]=[CH:4][CH:3]=1.[OH:9][C:10]1[CH:11]=[C:12]([CH:15]=[CH:16][C:17]=1[O:18][CH3:19])[CH2:13][OH:14].C([O-])([O-])=O.[Cs+].[Cs+].CCCC(C)C, predict the reaction product. The product is: [CH2:1]([O:9][C:10]1[CH:11]=[C:12]([CH2:13][OH:14])[CH:15]=[CH:16][C:17]=1[O:18][CH3:19])[C:2]1[CH:7]=[CH:6][CH:5]=[CH:4][CH:3]=1. (3) Given the reactants [N:1]1([CH2:6][C:7]2[CH:8]=[C:9]([C:19](=[O:21])[CH3:20])[CH:10]=[C:11]([CH2:13][N:14]3[CH:18]=[CH:17][CH:16]=[N:15]3)[CH:12]=2)[CH:5]=[CH:4][CH:3]=[N:2]1.[CH3:22][O-:23].[Na+].[Cl-].[NH4+:26], predict the reaction product. The product is: [N:1]1([CH2:6][C:7]2[CH:8]=[C:9]([C:19](=[O:21])[CH2:20][C:22]([C:6]3[N:1]=[CH:5][CH:4]=[CH:3][N:26]=3)=[O:23])[CH:10]=[C:11]([CH2:13][N:14]3[CH:18]=[CH:17][CH:16]=[N:15]3)[CH:12]=2)[CH:5]=[CH:4][CH:3]=[N:2]1. (4) The product is: [Cl:25][C:16]1[C:15]([O:14][C@@H:11]2[CH2:10][CH2:9][C@H:8]([NH2:7])[CH2:13][CH2:12]2)=[CH:24][CH:23]=[C:22]2[C:17]=1[CH:18]=[CH:19][N:20]=[CH:21]2. Given the reactants C(OC(=O)[NH:7][C@H:8]1[CH2:13][CH2:12][C@@H:11]([O:14][C:15]2[C:16]([Cl:25])=[C:17]3[C:22](=[CH:23][CH:24]=2)[CH:21]=[N:20][CH:19]=[CH:18]3)[CH2:10][CH2:9]1)(C)(C)C, predict the reaction product. (5) Given the reactants [CH2:1]([C:3]1[C:8]([B:9]2[O:13]C(C)(C)C(C)(C)[O:10]2)=[CH:7][CH:6]=[CH:5][C:4]=1[CH2:18][N:19]1[CH2:22][CH:21]([C:23]([O:25][CH3:26])=[O:24])[CH2:20]1)[CH3:2].F.[K], predict the reaction product. The product is: [CH2:1]([C:3]1[C:4]([CH2:18][N:19]2[CH2:22][CH:21]([C:23]([O:25][CH3:26])=[O:24])[CH2:20]2)=[CH:5][CH:6]=[CH:7][C:8]=1[B:9]([OH:10])[OH:13])[CH3:2]. (6) Given the reactants [CH3:1][O:2][C:3]([C:5]1[CH:10]=[N:9][C:8]([CH:11]=O)=[CH:7][N:6]=1)=[O:4].[NH:13]1[CH2:18][CH2:17][CH2:16][CH2:15][CH2:14]1.[BH-](OC(C)=O)(OC(C)=O)OC(C)=O.[Na+], predict the reaction product. The product is: [CH3:1][O:2][C:3]([C:5]1[CH:10]=[N:9][C:8]([CH2:11][N:13]2[CH2:18][CH2:17][CH2:16][CH2:15][CH2:14]2)=[CH:7][N:6]=1)=[O:4].